Task: Predict the reactants needed to synthesize the given product.. Dataset: Full USPTO retrosynthesis dataset with 1.9M reactions from patents (1976-2016) (1) Given the product [F:27][CH:2]([F:1])[N:3]1[CH2:12][CH2:11][C:10]2[C:5](=[CH:6][CH:7]=[C:8]([C:13]3[N:14]=[N:15][N:16]([C:19]4[C:20]([F:25])=[N:21][CH:22]=[CH:23][CH:24]=4)[C:17]=3[CH3:18])[CH:9]=2)[C:4]1=[O:26], predict the reactants needed to synthesize it. The reactants are: [F:1][CH:2]([F:27])[N:3]1[CH:12]=[CH:11][C:10]2[C:5](=[CH:6][CH:7]=[C:8]([C:13]3[N:14]=[N:15][N:16]([C:19]4[C:20]([F:25])=[N:21][CH:22]=[CH:23][CH:24]=4)[C:17]=3[CH3:18])[CH:9]=2)[C:4]1=[O:26].[H][H]. (2) Given the product [CH2:19]([O:21][C:2]([C:7]1[N:8]=[CH:9][N:10]=[N:11][C:6]=1[NH2:5])=[O:15])[CH3:20], predict the reactants needed to synthesize it. The reactants are: Cl[C:2]1[C:7]2[N:8]=[CH:9][NH:10][NH:11][C:6]=2[N:5]=CN=1.BrBr.C(=O)(O)[O-:15].[Na+].[CH2:19]([OH:21])[CH3:20].